Dataset: Catalyst prediction with 721,799 reactions and 888 catalyst types from USPTO. Task: Predict which catalyst facilitates the given reaction. (1) Reactant: [Cl:1][C:2]1[N:7]=[C:6](Cl)[C:5]([F:9])=[CH:4][N:3]=1.C(N(CC)CC)C.[C:17]([NH2:20])#[C:18][CH3:19].O. Product: [Cl:1][C:2]1[N:7]=[C:6]([NH:20][CH2:17][C:18]#[CH:19])[C:5]([F:9])=[CH:4][N:3]=1. The catalyst class is: 10. (2) Reactant: [CH3:1][O:2][C:3]1[C:10]([CH3:11])=[CH:9][C:6]([C:7]#[N:8])=[C:5]([N+:12]([O-:14])=[O:13])[CH:4]=1.S(=O)(=O)(O)[OH:16]. Product: [CH3:1][O:2][C:3]1[C:10]([CH3:11])=[CH:9][C:6]([C:7]([NH2:8])=[O:16])=[C:5]([N+:12]([O-:14])=[O:13])[CH:4]=1. The catalyst class is: 6. (3) Reactant: [BH4-].[Li+].[CH3:3][C:4]1[CH:5]=[C:6]([CH:11]=[CH:12][C:13]=1[Br:14])[C:7](OC)=[O:8].[Cl-].[NH4+]. Product: [Br:14][C:13]1[CH:12]=[CH:11][C:6]([CH2:7][OH:8])=[CH:5][C:4]=1[CH3:3]. The catalyst class is: 7.